From a dataset of Merck oncology drug combination screen with 23,052 pairs across 39 cell lines. Regression. Given two drug SMILES strings and cell line genomic features, predict the synergy score measuring deviation from expected non-interaction effect. (1) Drug 1: COc1cccc2c1C(=O)c1c(O)c3c(c(O)c1C2=O)CC(O)(C(=O)CO)CC3OC1CC(N)C(O)C(C)O1. Drug 2: Cc1nc(Nc2ncc(C(=O)Nc3c(C)cccc3Cl)s2)cc(N2CCN(CCO)CC2)n1. Cell line: VCAP. Synergy scores: synergy=22.7. (2) Drug 1: O=c1[nH]cc(F)c(=O)[nH]1. Drug 2: O=C(O)C1(Cc2cccc(Nc3nccs3)n2)CCC(Oc2cccc(Cl)c2F)CC1. Cell line: COLO320DM. Synergy scores: synergy=12.6. (3) Drug 1: COC12C(COC(N)=O)C3=C(C(=O)C(C)=C(N)C3=O)N1CC1NC12. Drug 2: CC(C)CC(NC(=O)C(Cc1ccccc1)NC(=O)c1cnccn1)B(O)O. Cell line: COLO320DM. Synergy scores: synergy=-12.8. (4) Drug 1: NC1(c2ccc(-c3nc4ccn5c(=O)[nH]nc5c4cc3-c3ccccc3)cc2)CCC1. Drug 2: O=C(NOCC(O)CO)c1ccc(F)c(F)c1Nc1ccc(I)cc1F. Cell line: SKMES1. Synergy scores: synergy=34.0.